From a dataset of Full USPTO retrosynthesis dataset with 1.9M reactions from patents (1976-2016). Predict the reactants needed to synthesize the given product. (1) The reactants are: Br[C:2]1[C:11]2[C:6](=[C:7](C)[C:8](Br)=[C:9](/C=C/C=C)[C:10]=2C)[C:5](C)=[C:4](Br)[N:3]=1.[OH-].[NH4+]. Given the product [CH:2]1[C:11]2[C:6](=[CH:7][CH:8]=[CH:9][CH:10]=2)[CH:5]=[CH:4][N:3]=1, predict the reactants needed to synthesize it. (2) Given the product [C:1]1([C:7]2[CH:8]=[CH:13][C:12](=[O:11])[NH:16][N:18]=2)[CH:6]=[CH:5][CH:4]=[CH:3][CH:2]=1, predict the reactants needed to synthesize it. The reactants are: [C:1]1([C:7](=O)[CH3:8])[CH:6]=[CH:5][CH:4]=[CH:3][CH:2]=1.O.[O:11]=[CH:12][C:13](O)=O.[NH3:16].O.[NH2:18]N.